This data is from Full USPTO retrosynthesis dataset with 1.9M reactions from patents (1976-2016). The task is: Predict the reactants needed to synthesize the given product. (1) The reactants are: [K].[Cl:2][C:3]1[N:11]=[C:10](Cl)[CH:9]=[CH:8][C:4]=1[C:5]([OH:7])=[O:6].[CH3:13][OH:14]. Given the product [Cl:2][C:3]1[N:11]=[C:10]([O:14][CH3:13])[CH:9]=[CH:8][C:4]=1[C:5]([OH:7])=[O:6], predict the reactants needed to synthesize it. (2) Given the product [CH3:22][C:20]1[CH:21]=[C:16]([S:13]([C:5]2[C:6]([CH3:12])=[C:7]([C:9]([N:47]([CH3:46])[CH2:48][C:49]3[CH:50]=[C:51]4[C:56](=[CH:57][CH:58]=3)[N:55]=[CH:54][CH:53]=[CH:52]4)=[O:11])[NH:8][C:4]=2[C:2]([NH2:1])=[O:3])(=[O:15])=[O:14])[CH:17]=[C:18]([CH3:23])[CH:19]=1, predict the reactants needed to synthesize it. The reactants are: [NH2:1][C:2]([C:4]1[NH:8][C:7]([C:9]([OH:11])=O)=[C:6]([CH3:12])[C:5]=1[S:13]([C:16]1[CH:21]=[C:20]([CH3:22])[CH:19]=[C:18]([CH3:23])[CH:17]=1)(=[O:15])=[O:14])=[O:3].ON1C2C=CC=CC=2N=N1.Cl.CN(C)CCCN=C=NCC.[CH3:46][NH:47][CH2:48][C:49]1[CH:50]=[C:51]2[C:56](=[CH:57][CH:58]=1)[N:55]=[CH:54][CH:53]=[CH:52]2. (3) Given the product [NH2:41][C:42]1([C:46]2[CH:51]=[CH:50][C:49]([C:52]3[C:53]([C:67]4[CH:68]=[CH:69][CH:70]=[CH:71][CH:72]=4)=[CH:54][C:55]4[N:60]5[C:61](=[O:65])[N:62]([CH3:64])[N:63]=[C:59]5[CH2:58][O:57][C:56]=4[N:66]=3)=[CH:48][CH:47]=2)[CH2:43][CH2:44][CH2:45]1, predict the reactants needed to synthesize it. The reactants are: N1C=CN=C1CN1C(=O)COC2N=C(C3C=CC(C4(N)CCC4)=CC=3)C(C3C=CC=CC=3)=CC1=2.C(OC(=O)[NH:41][C:42]1([C:46]2[CH:51]=[CH:50][C:49]([C:52]3[C:53]([C:67]4[CH:72]=[CH:71][CH:70]=[CH:69][CH:68]=4)=[CH:54][C:55]4[N:60]5[C:61](=[O:65])[N:62]([CH3:64])[N:63]=[C:59]5[CH2:58][O:57][C:56]=4[N:66]=3)=[CH:48][CH:47]=2)[CH2:45][CH2:44][CH2:43]1)(C)(C)C. (4) Given the product [F:24][C:2]([F:1])([F:25])[O:3][C:4]1[CH:5]=[C:6]([N:10]2[CH2:11][CH2:12][N:13]([C:16]3[CH:20]=[C:19]([C:21]([NH2:23])=[O:22])[O:18][N:17]=3)[CH2:14][CH2:15]2)[CH:7]=[CH:8][CH:9]=1, predict the reactants needed to synthesize it. The reactants are: [F:1][C:2]([F:25])([F:24])[O:3][C:4]1[CH:5]=[C:6]([N:10]2[CH2:15][CH2:14][N:13]([C:16]3[CH2:20][CH:19]([C:21]([NH2:23])=[O:22])[O:18][N:17]=3)[CH2:12][CH2:11]2)[CH:7]=[CH:8][CH:9]=1.CC([O-])=O.[Na+].II. (5) Given the product [CH3:40][C:38]1[C:33]2[NH:34][C:35](=[O:37])[O:36][C:32]=2[CH:31]=[C:30]([O:29][C:21]2[N:22]=[C:23]([C:25]([F:27])([F:26])[F:28])[N:24]=[C:19]([N:14]3[CH2:13][CH2:12][C:5]4([O:4][C:3](=[O:17])[NH:2][C:7]5[N:8]=[CH:9][CH:10]=[CH:11][C:6]4=5)[CH2:16][CH2:15]3)[CH:20]=2)[CH:39]=1, predict the reactants needed to synthesize it. The reactants are: Cl.[NH:2]1[C:7]2[N:8]=[CH:9][CH:10]=[CH:11][C:6]=2[C:5]2([CH2:16][CH2:15][NH:14][CH2:13][CH2:12]2)[O:4][C:3]1=[O:17].Cl[C:19]1[N:24]=[C:23]([C:25]([F:28])([F:27])[F:26])[N:22]=[C:21]([O:29][C:30]2[CH:39]=[C:38]([CH3:40])[C:33]3[NH:34][C:35](=[O:37])[O:36][C:32]=3[CH:31]=2)[CH:20]=1.CCN(C(C)C)C(C)C.O. (6) Given the product [C:1]([O:5][C:6]([N:8]1[CH2:15][CH:14]2[N:16]([C:17]([O:19][C:20]([CH3:23])([CH3:22])[CH3:21])=[O:18])[CH:10]([CH2:11][C:12]([C:27]3[S:31][C:30]([CH2:32][O:33][CH2:34][CH2:35][O:36][Si:37]([C:40]([CH3:43])([CH3:42])[CH3:41])([CH3:39])[CH3:38])=[N:29][CH:28]=3)=[C:13]2[C:24](=[O:25])[N:78]([CH:75]2[CH2:77][CH2:76]2)[CH2:79][C:80]2[CH:85]=[CH:84][CH:83]=[C:82]([O:86][CH3:87])[C:81]=2[CH3:88])[CH2:9]1)=[O:7])([CH3:2])([CH3:3])[CH3:4], predict the reactants needed to synthesize it. The reactants are: [C:1]([O:5][C:6]([N:8]1[CH2:15][CH:14]2[N:16]([C:17]([O:19][C:20]([CH3:23])([CH3:22])[CH3:21])=[O:18])[CH:10]([CH2:11][C:12]([C:27]3[S:31][C:30]([CH2:32][O:33][CH2:34][CH2:35][O:36][Si:37]([C:40]([CH3:43])([CH3:42])[CH3:41])([CH3:39])[CH3:38])=[N:29][CH:28]=3)=[C:13]2[C:24](O)=[O:25])[CH2:9]1)=[O:7])([CH3:4])([CH3:3])[CH3:2].CCN=C=NCCCN(C)C.Cl.C1C=CC2N(O)N=NC=2C=1.CCN(C(C)C)C(C)C.[CH:75]1([NH:78][CH2:79][C:80]2[CH:85]=[CH:84][CH:83]=[C:82]([O:86][CH3:87])[C:81]=2[CH3:88])[CH2:77][CH2:76]1. (7) Given the product [CH2:1]([C:3]([C:19]1[C:20]2[C:25](=[C:24]([NH:26][S:27]([CH3:30])(=[O:28])=[O:29])[CH:23]=[CH:22][CH:21]=2)[NH:17][CH:18]=1)([CH2:6][CH3:7])[C:4]#[CH:5])[CH3:2], predict the reactants needed to synthesize it. The reactants are: [CH2:1]([C:3](O)([CH2:6][CH3:7])[C:4]#[CH:5])[CH3:2].CCC(=O)CC.C#C.[NH:17]1[C:25]2[C:20](=[CH:21][CH:22]=[CH:23][C:24]=2[NH:26][S:27]([CH3:30])(=[O:29])=[O:28])[CH:19]=[CH:18]1. (8) Given the product [CH:1]([S:14][CH2:15][CH2:16][N:30]1[CH2:31][CH2:32][N:27]([CH2:26][CH2:25][CH2:24][C:18]2[CH:23]=[CH:22][CH:21]=[CH:20][CH:19]=2)[CH2:28][CH2:29]1)([C:8]1[CH:13]=[CH:12][CH:11]=[CH:10][CH:9]=1)[C:2]1[CH:7]=[CH:6][CH:5]=[CH:4][CH:3]=1, predict the reactants needed to synthesize it. The reactants are: [CH:1]([S:14][CH2:15][CH2:16]Br)([C:8]1[CH:13]=[CH:12][CH:11]=[CH:10][CH:9]=1)[C:2]1[CH:7]=[CH:6][CH:5]=[CH:4][CH:3]=1.[C:18]1([CH2:24][CH2:25][CH2:26][N:27]2[CH2:32][CH2:31][NH:30][CH2:29][CH2:28]2)[CH:23]=[CH:22][CH:21]=[CH:20][CH:19]=1.C([O-])([O-])=O.[K+].[K+].